This data is from Peptide-MHC class I binding affinity with 185,985 pairs from IEDB/IMGT. The task is: Regression. Given a peptide amino acid sequence and an MHC pseudo amino acid sequence, predict their binding affinity value. This is MHC class I binding data. (1) The peptide sequence is PEFYEAMYT. The MHC is HLA-B45:01 with pseudo-sequence HLA-B45:01. The binding affinity (normalized) is 0.249. (2) The peptide sequence is PLPSLEYGA. The MHC is HLA-A02:01 with pseudo-sequence HLA-A02:01. The binding affinity (normalized) is 0.113. (3) The peptide sequence is PHDSSGSL. The MHC is H-2-Kd with pseudo-sequence H-2-Kd. The binding affinity (normalized) is 0.297. (4) The peptide sequence is FLPPQIPVI. The MHC is HLA-A69:01 with pseudo-sequence HLA-A69:01. The binding affinity (normalized) is 0.219. (5) The peptide sequence is TSTGNYNYKY. The MHC is Patr-B0101 with pseudo-sequence Patr-B0101. The binding affinity (normalized) is 0. (6) The peptide sequence is RSLFNTVATLY. The MHC is HLA-B40:01 with pseudo-sequence HLA-B40:01. The binding affinity (normalized) is 0. (7) The MHC is HLA-B40:01 with pseudo-sequence HLA-B40:01. The binding affinity (normalized) is 0. The peptide sequence is FLKEEGGL. (8) The peptide sequence is YFENSDLNL. The MHC is HLA-A24:02 with pseudo-sequence HLA-A24:02. The binding affinity (normalized) is 0.175.